Dataset: Full USPTO retrosynthesis dataset with 1.9M reactions from patents (1976-2016). Task: Predict the reactants needed to synthesize the given product. (1) Given the product [CH3:4][C@:3]12[CH2:19][CH2:18][C@H:17]3[C@@H:8]([CH2:9][CH2:10][C:11]4[CH:12]=[CH:13][CH:14]=[CH:15][C:16]=43)[C@@H:5]1[CH2:6][CH2:7][C@@H:2]2[OH:1], predict the reactants needed to synthesize it. The reactants are: [OH:1][C@H:2]1[CH2:7][CH2:6][C@H:5]2[C@H:8]3[C@H:17]([CH2:18][CH2:19][C@:3]12[CH3:4])[C@@H:16]1[C@H:11]([CH2:12][C:13](=O)[CH:14]=[CH:15]1)[CH2:10][CH2:9]3.C[O-].[Na+].Cl. (2) Given the product [NH2:21][C:2]([CH3:20])([CH3:1])[CH2:3][CH2:4][N:5]1[C:6]2=[N:11][C:10]([C:12]([O:14][CH2:15][CH3:16])=[O:13])=[CH:9][CH:8]=[C:7]2[N:17]=[CH:24]1, predict the reactants needed to synthesize it. The reactants are: [CH3:1][C:2]([N+:21]([O-])=O)([CH3:20])[CH2:3][CH2:4][NH:5][C:6]1[N:11]=[C:10]([C:12]([O:14][CH2:15][CH3:16])=[O:13])[CH:9]=[CH:8][C:7]=1[N+:17]([O-])=O.[CH3:24]O.[H][H]. (3) Given the product [F:1][C:2]1[C:7]([NH:8][CH2:9][C:10]2[CH:15]=[C:14]([CH3:16])[CH:13]=[C:12]([C:17]3[CH:22]=[CH:21][CH:20]=[C:19]([F:23])[CH:18]=3)[C:11]=2[F:24])=[C:6]([F:25])[CH:5]=[CH:4][C:3]=1[O:26][CH2:34][C:35]([O:37][CH2:38][CH3:39])=[O:36], predict the reactants needed to synthesize it. The reactants are: [F:1][C:2]1[C:7]([NH:8][CH2:9][C:10]2[CH:15]=[C:14]([CH3:16])[CH:13]=[C:12]([C:17]3[CH:22]=[CH:21][CH:20]=[C:19]([F:23])[CH:18]=3)[C:11]=2[F:24])=[C:6]([F:25])[CH:5]=[CH:4][C:3]=1[OH:26].C([O-])([O-])=O.[Na+].[Na+].Br[CH2:34][C:35]([O:37][CH2:38][CH3:39])=[O:36].C([O-])([O-])=O.[Cs+].[Cs+]. (4) Given the product [OH:2][C:3]1[CH:16]=[C:15]2[C:6]([C@@:7]3([CH3:19])[C:12]([CH2:13][CH2:14]2)=[CH:11][C:10](=[O:17])[C@@H:9]([CH3:18])[CH2:8]3)=[CH:5][CH:4]=1, predict the reactants needed to synthesize it. The reactants are: C[O:2][C:3]1[CH:16]=[C:15]2[C:6]([C@@:7]3([CH3:19])[C:12]([CH2:13][CH2:14]2)=[CH:11][C:10](=[O:17])[C@@H:9]([CH3:18])[CH2:8]3)=[CH:5][CH:4]=1.B(Br)(Br)Br.